From a dataset of hERG potassium channel inhibition data for cardiac toxicity prediction from Karim et al.. Regression/Classification. Given a drug SMILES string, predict its toxicity properties. Task type varies by dataset: regression for continuous values (e.g., LD50, hERG inhibition percentage) or binary classification for toxic/non-toxic outcomes (e.g., AMES mutagenicity, cardiotoxicity, hepatotoxicity). Dataset: herg_karim. (1) The compound is Nc1nc2cc3c(cc2s1)CCN(CCO)CC3. The result is 0 (non-blocker). (2) The compound is CNCCCC1c2ccccc2CCc2ccccc12. The result is 1 (blocker). (3) The compound is Cn1cc(C=CC(=O)c2cccc(F)c2)cc1C=CC(=O)NO. The result is 0 (non-blocker).